This data is from Catalyst prediction with 721,799 reactions and 888 catalyst types from USPTO. The task is: Predict which catalyst facilitates the given reaction. (1) Reactant: F[C:2]1[CH:7]=[C:6]([F:8])[CH:5]=[CH:4][C:3]=1[C:9]1[C:10]([CH:20]([OH:36])[C:21]2[CH:26]=[CH:25][C:24]([O:27][CH2:28][CH2:29][N:30]3[CH2:35][CH2:34][CH2:33][CH2:32][CH2:31]3)=[CH:23][CH:22]=2)=[C:11]2[C:16](=[CH:17][CH:18]=1)[CH:15]=[C:14]([OH:19])[CH:13]=[CH:12]2.[H-].[Na+].O. Product: [F:8][C:6]1[CH:5]=[C:4]2[C:3](=[CH:2][CH:7]=1)[C:9]1[C:10](=[C:11]3[C:16](=[CH:17][CH:18]=1)[CH:15]=[C:14]([OH:19])[CH:13]=[CH:12]3)[CH:20]([C:21]1[CH:22]=[CH:23][C:24]([O:27][CH2:28][CH2:29][N:30]3[CH2:31][CH2:32][CH2:33][CH2:34][CH2:35]3)=[CH:25][CH:26]=1)[O:36]2. The catalyst class is: 3. (2) Reactant: [NH2:1][C:2]1[C:6]([C:7]2[CH:12]=[CH:11][CH:10]=[CH:9][CH:8]=2)=[CH:5][S:4][C:3]=1[C:13]([O:15]C)=O.C(N(CC)CC)C.[Cl:24][C:25]1[CH:30]=[CH:29][C:28]([N:31]=[C:32]=[O:33])=[CH:27][CH:26]=1.Cl. Product: [Cl:24][C:25]1[CH:30]=[CH:29][C:28]([N:31]2[C:13](=[O:15])[C:3]3[S:4][CH:5]=[C:6]([C:7]4[CH:8]=[CH:9][CH:10]=[CH:11][CH:12]=4)[C:2]=3[NH:1][C:32]2=[O:33])=[CH:27][CH:26]=1. The catalyst class is: 12. (3) Reactant: [Li+].[OH-:2].OO.[Cl:5][C:6]1[CH:41]=[CH:40][C:9]([CH2:10][O:11][C:12]2[CH:17]=[CH:16][C:15]([C@@H:18]([C:35]3[CH:39]=[CH:38][O:37][N:36]=3)[CH2:19]C(N3[C@@H](CC4C=CC=CC=4)COC3=O)=O)=[CH:14][CH:13]=2)=[CH:8][C:7]=1[O:42][C:43]([F:46])([F:45])[F:44].C1[CH2:51][O:50]CC1. Product: [Cl:5][C:6]1[CH:41]=[CH:40][C:9]([CH2:10][O:11][C:12]2[CH:17]=[CH:16][C:15]([C@@H:18]([C:35]3[CH:39]=[CH:38][O:37][N:36]=3)[CH2:19][C:51]([OH:50])=[O:2])=[CH:14][CH:13]=2)=[CH:8][C:7]=1[O:42][C:43]([F:45])([F:44])[F:46]. The catalyst class is: 6.